This data is from Forward reaction prediction with 1.9M reactions from USPTO patents (1976-2016). The task is: Predict the product of the given reaction. Given the reactants [C:1]([C:3]1[CH:4]=[C:5]([N:9]=[C:10]=[O:11])[CH:6]=[CH:7][CH:8]=1)#[N:2].[NH2:12][C:13]1[CH:18]=[CH:17][C:16]([S:19]([NH:22][CH2:23][C:24]2[CH:29]=[CH:28][CH:27]=[CH:26][CH:25]=2)(=[O:21])=[O:20])=[CH:15][CH:14]=1, predict the reaction product. The product is: [CH2:23]([NH:22][S:19]([C:16]1[CH:15]=[CH:14][C:13]([NH:12][C:10]([NH:9][C:5]2[CH:6]=[CH:7][CH:8]=[C:3]([C:1]#[N:2])[CH:4]=2)=[O:11])=[CH:18][CH:17]=1)(=[O:21])=[O:20])[C:24]1[CH:29]=[CH:28][CH:27]=[CH:26][CH:25]=1.